This data is from Full USPTO retrosynthesis dataset with 1.9M reactions from patents (1976-2016). The task is: Predict the reactants needed to synthesize the given product. (1) Given the product [Cl:40][C:41]1[CH:42]=[C:43]([NH:44][C:38]([NH:37][C:35](=[O:36])[C:29]2[CH:30]=[C:31]([CH3:34])[CH:32]=[CH:33][C:28]=2[CH3:27])=[S:39])[CH:45]=[CH:46][C:47]=1[O:48][C:49]1[C:58]2[C:53](=[CH:54][C:55]([O:61][CH3:62])=[C:56]([O:59][CH3:60])[CH:57]=2)[N:52]=[CH:51][CH:50]=1, predict the reactants needed to synthesize it. The reactants are: S(Cl)(Cl)=O.CC1C=CC(C)=CC=1C(O)=O.CC1C=CC(C)=CC=1C(Cl)=O.[CH3:27][C:28]1[CH:33]=[CH:32][C:31]([CH3:34])=[CH:30][C:29]=1[C:35]([N:37]=[C:38]=[S:39])=[O:36].[Cl:40][C:41]1[CH:42]=[C:43]([CH:45]=[CH:46][C:47]=1[O:48][C:49]1[C:58]2[C:53](=[CH:54][C:55]([O:61][CH3:62])=[C:56]([O:59][CH3:60])[CH:57]=2)[N:52]=[CH:51][CH:50]=1)[NH2:44]. (2) The reactants are: [Cl:1][C:2]1[CH:19]=[C:18]([O:20][CH2:21][CH2:22][CH2:23][CH2:24][CH3:25])[CH:17]=[CH:16][C:3]=1[CH2:4][N:5]1[C:9]2[CH:10]=[C:11]([OH:14])[CH:12]=[CH:13][C:8]=2[N:7]=[C:6]1[CH3:15].Br[CH2:27][CH2:28][CH2:29][CH2:30][C:31]([O:33][CH2:34][CH3:35])=[O:32]. Given the product [Cl:1][C:2]1[CH:19]=[C:18]([O:20][CH2:21][CH2:22][CH2:23][CH2:24][CH3:25])[CH:17]=[CH:16][C:3]=1[CH2:4][N:5]1[C:9]2[CH:10]=[C:11]([O:14][CH2:27][CH2:28][CH2:29][CH2:30][C:31]([O:33][CH2:34][CH3:35])=[O:32])[CH:12]=[CH:13][C:8]=2[N:7]=[C:6]1[CH3:15], predict the reactants needed to synthesize it. (3) Given the product [Cl:8][C:9]1[CH:10]=[CH:11][C:12]([C:15]2[CH:20]=[CH:19][C:18]([NH:21][CH2:22][C:23]3[CH:28]=[CH:27][CH:26]=[C:25]([C:29]([F:30])([F:32])[F:31])[C:24]=3[C:33]3[CH:34]=[CH:35][C:36]([C:39]([NH:41][CH2:42][CH2:43][C:44]([OH:46])=[O:45])=[O:40])=[N:37][CH:38]=3)=[CH:17][CH:16]=2)=[CH:13][CH:14]=1, predict the reactants needed to synthesize it. The reactants are: [OH-].[Na+].C1COCC1.[Cl:8][C:9]1[CH:14]=[CH:13][C:12]([C:15]2[CH:20]=[CH:19][C:18]([NH:21][CH2:22][C:23]3[CH:28]=[CH:27][CH:26]=[C:25]([C:29]([F:32])([F:31])[F:30])[C:24]=3[C:33]3[CH:34]=[CH:35][C:36]([C:39]([NH:41][CH2:42][CH2:43][C:44]([O:46]CC)=[O:45])=[O:40])=[N:37][CH:38]=3)=[CH:17][CH:16]=2)=[CH:11][CH:10]=1.Cl.